Dataset: Peptide-MHC class I binding affinity with 185,985 pairs from IEDB/IMGT. Task: Regression. Given a peptide amino acid sequence and an MHC pseudo amino acid sequence, predict their binding affinity value. This is MHC class I binding data. (1) The peptide sequence is SLYKYLLLR. The MHC is HLA-B58:01 with pseudo-sequence HLA-B58:01. The binding affinity (normalized) is 0.0847. (2) The peptide sequence is KRWAFRTGV. The MHC is HLA-B07:02 with pseudo-sequence HLA-B07:02. The binding affinity (normalized) is 0.0847.